From a dataset of Full USPTO retrosynthesis dataset with 1.9M reactions from patents (1976-2016). Predict the reactants needed to synthesize the given product. Given the product [Cl:42][C:39]1[CH:40]=[CH:41][C:36]([O:35][C:33]([N:18]2[C:19]3[C:14](=[CH:13][C:12]([O:11][CH2:10][CH2:9][CH2:8][CH2:7][CH2:6][CH2:5][N:4]([CH2:1][CH:2]=[CH2:3])[CH3:22])=[CH:21][CH:20]=3)[CH2:15][CH2:16][CH2:17]2)=[O:34])=[CH:37][CH:38]=1, predict the reactants needed to synthesize it. The reactants are: [CH2:1]([N:4]([CH3:22])[CH2:5][CH2:6][CH2:7][CH2:8][CH2:9][CH2:10][O:11][C:12]1[CH:13]=[C:14]2[C:19](=[CH:20][CH:21]=1)[NH:18][CH2:17][CH2:16][CH2:15]2)[CH:2]=[CH2:3].CCN(C(C)C)C(C)C.Cl[C:33]([O:35][C:36]1[CH:41]=[CH:40][C:39]([Cl:42])=[CH:38][CH:37]=1)=[O:34].